This data is from Peptide-MHC class I binding affinity with 185,985 pairs from IEDB/IMGT. The task is: Regression. Given a peptide amino acid sequence and an MHC pseudo amino acid sequence, predict their binding affinity value. This is MHC class I binding data. (1) The peptide sequence is MEKLKALVA. The MHC is HLA-B40:01 with pseudo-sequence HLA-B40:01. The binding affinity (normalized) is 0.535. (2) The peptide sequence is VLGSWPVDL. The MHC is HLA-A02:01 with pseudo-sequence HLA-A02:01. The binding affinity (normalized) is 0.506. (3) The MHC is Mamu-A01 with pseudo-sequence Mamu-A01. The peptide sequence is VGPGEGAVQWM. The binding affinity (normalized) is 0.281. (4) The peptide sequence is LTRDSFGIV. The MHC is HLA-B15:03 with pseudo-sequence HLA-B15:03. The binding affinity (normalized) is 0.206. (5) The peptide sequence is CMTVQGGETM. The MHC is Mamu-B17 with pseudo-sequence Mamu-B17. The binding affinity (normalized) is 0.239. (6) The peptide sequence is LPYNWKNFY. The MHC is HLA-B53:01 with pseudo-sequence HLA-B53:01. The binding affinity (normalized) is 0.920. (7) The peptide sequence is YMYRVWSPL. The MHC is HLA-C05:01 with pseudo-sequence HLA-C05:01. The binding affinity (normalized) is 0.0847.